Dataset: NCI-60 drug combinations with 297,098 pairs across 59 cell lines. Task: Regression. Given two drug SMILES strings and cell line genomic features, predict the synergy score measuring deviation from expected non-interaction effect. (1) Drug 1: C1=NC(=NC(=O)N1C2C(C(C(O2)CO)O)O)N. Drug 2: B(C(CC(C)C)NC(=O)C(CC1=CC=CC=C1)NC(=O)C2=NC=CN=C2)(O)O. Cell line: OVCAR-5. Synergy scores: CSS=36.8, Synergy_ZIP=-7.82, Synergy_Bliss=-5.51, Synergy_Loewe=-8.90, Synergy_HSA=-4.34. (2) Drug 1: C1CCC(C1)C(CC#N)N2C=C(C=N2)C3=C4C=CNC4=NC=N3. Drug 2: CC1OCC2C(O1)C(C(C(O2)OC3C4COC(=O)C4C(C5=CC6=C(C=C35)OCO6)C7=CC(=C(C(=C7)OC)O)OC)O)O. Cell line: NCI/ADR-RES. Synergy scores: CSS=-3.19, Synergy_ZIP=0.0643, Synergy_Bliss=-3.93, Synergy_Loewe=-4.22, Synergy_HSA=-4.93.